Dataset: Reaction yield outcomes from USPTO patents with 853,638 reactions. Task: Predict the reaction yield, written as a fraction of the theoretical maximum amount of product (1.0 means a 100% yield; for example, 0.34 means a 34% yield). (1) The reactants are [OH:1][C:2]1[CH:10]=[C:9]2[C:5]([CH2:6][CH2:7][C:8]2=[O:11])=[CH:4][CH:3]=1.C1(P(C2C=CC=CC=2)C2C=CC=CC=2)C=CC=CC=1.[F:31][C:32]([F:37])([F:36])[CH2:33][CH2:34]O.N(C(OC(C)C)=O)=NC(OC(C)C)=O. The catalyst is C1COCC1. The product is [F:31][C:32]([F:37])([F:36])[CH2:33][CH2:34][O:1][C:2]1[CH:10]=[C:9]2[C:5]([CH2:6][CH2:7][C:8]2=[O:11])=[CH:4][CH:3]=1. The yield is 0.220. (2) The reactants are Br[C:2]1[CH:3]=[C:4]2[CH2:10][C:9]3([CH:15]4[CH2:16][CH2:17][N:12]([CH2:13][CH2:14]4)[CH2:11]3)[O:8][C:5]2=[N:6][CH:7]=1.C1(C)C=CC=CC=1P(C1C=CC=CC=1C)C1C=CC=CC=1C.[Cl-].[Li+].C([Sn](CCCC)(CCCC)[C:47]1[O:48][CH:49]=[CH:50][CH:51]=1)CCC. The catalyst is COCCOC.C(Cl)(Cl)Cl.CO. The product is [O:48]1[CH:49]=[CH:50][CH:51]=[C:47]1[C:2]1[CH:3]=[C:4]2[CH2:10][C:9]3([CH:15]4[CH2:16][CH2:17][N:12]([CH2:13][CH2:14]4)[CH2:11]3)[O:8][C:5]2=[N:6][CH:7]=1. The yield is 0.890. (3) The reactants are [C:1]([C:5]1[CH:10]=[CH:9][C:8]([N+:11]([O-:13])=[O:12])=[CH:7][C:6]=1[OH:14])([CH3:4])([CH3:3])[CH3:2].[C:15]([O-])([O-])=O.[K+].[K+].CI. The catalyst is CN(C=O)C.O. The product is [C:1]([C:5]1[CH:10]=[CH:9][C:8]([N+:11]([O-:13])=[O:12])=[CH:7][C:6]=1[O:14][CH3:15])([CH3:4])([CH3:2])[CH3:3]. The yield is 0.760. (4) The yield is 0.950. The catalyst is CCO.O.[Pd]. The product is [C:1]([C:5]1[CH:13]=[CH:12][C:11]([NH2:14])=[CH:10][C:6]=1[C:7]([O:9][CH3:17])=[O:8])([CH3:4])([CH3:3])[CH3:2]. The reactants are [C:1]([C:5]1[CH:13]=[CH:12][C:11]([N+:14]([O-])=O)=[CH:10][C:6]=1[C:7]([O-:9])=[O:8])([CH3:4])([CH3:3])[CH3:2].[CH:17]([O-])=O.[K+]. (5) The reactants are [I:1][C:2]1[C:11]([O:12][C@H:13]2[CH2:18][CH2:17][C@@H:16]([CH3:19])[CH2:15][CH2:14]2)=[CH:10][CH:9]=[C:8]2[C:3]=1[CH:4]=[CH:5][C:6]([CH:20]=O)=[CH:7]2.[CH:22]12[NH:29][CH:26]([CH2:27][CH2:28]1)[CH2:25][CH:24]([C:30]([O:32][CH3:33])=[O:31])[CH2:23]2.[BH-](OC(C)=O)(OC(C)=O)OC(C)=O.[Na+]. The product is [I:1][C:2]1[C:11]([O:12][C@H:13]2[CH2:18][CH2:17][C@@H:16]([CH3:19])[CH2:15][CH2:14]2)=[CH:10][CH:9]=[C:8]2[C:3]=1[CH:4]=[CH:5][C:6]([CH2:20][N:29]1[CH:26]3[CH2:27][CH2:28][CH:22]1[CH2:23][CH:24]([C:30]([O:32][CH3:33])=[O:31])[CH2:25]3)=[CH:7]2. The catalyst is C1COCC1.O.CC(O[Ti](OC(C)C)(OC(C)C)OC(C)C)C. The yield is 0.920. (6) The reactants are [CH3:1][NH:2][C:3]1[C:11]2[C:6](=[CH:7][C:8]([C:12]([O:14]C)=[O:13])=[CH:9][CH:10]=2)[NH:5][N:4]=1.Cl. The catalyst is O1CCOCC1. The product is [CH3:1][NH:2][C:3]1[C:11]2[C:6](=[CH:7][C:8]([C:12]([OH:14])=[O:13])=[CH:9][CH:10]=2)[NH:5][N:4]=1. The yield is 0.990. (7) The reactants are [F:1][C:2]1[CH:21]=[CH:20][CH:19]=[CH:18][C:3]=1[CH2:4][N:5]1[C:9]([C:10]2[CH:14]=[CH:13][O:12][N:11]=2)=[CH:8][C:7]([C:15](=[NH:17])[NH2:16])=[N:6]1.[C:22](#[N:26])[CH2:23][C:24]#[N:25]. The catalyst is C(O)C. The product is [F:1][C:2]1[CH:21]=[CH:20][CH:19]=[CH:18][C:3]=1[CH2:4][N:5]1[C:9]([C:10]2[CH:14]=[CH:13][O:12][N:11]=2)=[CH:8][C:7]([C:15]2[N:16]=[C:24]([NH2:25])[CH:23]=[C:22]([NH2:26])[N:17]=2)=[N:6]1. The yield is 0.320.